Dataset: Catalyst prediction with 721,799 reactions and 888 catalyst types from USPTO. Task: Predict which catalyst facilitates the given reaction. Reactant: [CH3:1][C:2]1[O:3][C:4]([CH3:10])=[CH:5][C:6]=1[C:7](Cl)=[O:8].[CH2:11]([O:13][C:14]1[CH:33]=[CH:32][C:17]([O:18][CH:19]2[CH2:22][N:21]([C:23]3[CH:28]=[CH:27][C:26]([C@@H:29]([NH2:31])[CH3:30])=[CH:25][CH:24]=3)[CH2:20]2)=[CH:16][CH:15]=1)[CH3:12]. Product: [CH2:11]([O:13][C:14]1[CH:33]=[CH:32][C:17]([O:18][CH:19]2[CH2:20][N:21]([C:23]3[CH:28]=[CH:27][C:26]([C@@H:29]([NH:31][C:7]([C:6]4[CH:5]=[C:4]([CH3:10])[O:3][C:2]=4[CH3:1])=[O:8])[CH3:30])=[CH:25][CH:24]=3)[CH2:22]2)=[CH:16][CH:15]=1)[CH3:12]. The catalyst class is: 2.